From a dataset of Full USPTO retrosynthesis dataset with 1.9M reactions from patents (1976-2016). Predict the reactants needed to synthesize the given product. Given the product [CH2:32]([N:34]1[CH2:39][CH2:38][N:37]([CH2:25][C:24]2[CH:23]=[CH:22][C:21]([CH:13]3[NH:12][C:7]4[C:6]5[C:5](=[N:4][NH:3][C:2](=[O:1])[C:11]=5[CH:10]=[CH:9][CH:8]=4)[CH:14]3[C:15]3[CH:20]=[CH:19][CH:18]=[CH:17][CH:16]=3)=[CH:28][CH:27]=2)[CH2:36][CH:35]1[CH3:40])[CH3:33], predict the reactants needed to synthesize it. The reactants are: [O:1]=[C:2]1[C:11]2[CH:10]=[CH:9][CH:8]=[C:7]3[NH:12][CH:13]([C:21]4[CH:28]=[CH:27][C:24]([CH:25]=O)=[CH:23][CH:22]=4)[CH:14]([C:15]4[CH:20]=[CH:19][CH:18]=[CH:17][CH:16]=4)[C:5]([C:6]=23)=[N:4][NH:3]1.C(Cl)Cl.[CH2:32]([N:34]1[CH2:39][CH2:38][NH:37][CH2:36][CH:35]1[CH3:40])[CH3:33].[BH4-].[Na+].